Dataset: Full USPTO retrosynthesis dataset with 1.9M reactions from patents (1976-2016). Task: Predict the reactants needed to synthesize the given product. (1) Given the product [CH3:22][O:19][C:3]([C:5]1[CH:10]=[C:9]([O:11][C:12]2[CH:17]=[CH:16][C:15]([NH2:18])=[CH:14][CH:13]=2)[CH:8]=[CH:7][N:6]=1)=[O:4], predict the reactants needed to synthesize it. The reactants are: CN[C:3]([C:5]1[CH:10]=[C:9]([O:11][C:12]2[CH:17]=[CH:16][C:15]([NH2:18])=[CH:14][CH:13]=2)[CH:8]=[CH:7][N:6]=1)=[O:4].[OH-:19].[K+].Cl.[CH3:22][Si](Cl)(C)C. (2) Given the product [C:1]([C:5]1[N:10]=[CH:9][C:8]([C:11]2[N:12]([C:32]([N:34]3[CH2:39][CH2:38][CH:37]([CH2:40][C:41]([N:50]4[CH2:51][CH2:52][CH2:53][CH:49]4[C:48]([F:55])([F:54])[F:47])=[O:43])[CH2:36][CH2:35]3)=[O:33])[C@@:13]([C:25]3[CH:30]=[CH:29][C:28]([Cl:31])=[CH:27][CH:26]=3)([CH3:24])[C@@:14]([C:17]3[CH:18]=[CH:19][C:20]([Cl:23])=[CH:21][CH:22]=3)([CH3:16])[N:15]=2)=[C:7]([O:44][CH2:45][CH3:46])[CH:6]=1)([CH3:4])([CH3:3])[CH3:2], predict the reactants needed to synthesize it. The reactants are: [C:1]([C:5]1[N:10]=[CH:9][C:8]([C:11]2[N:12]([C:32]([N:34]3[CH2:39][CH2:38][CH:37]([CH2:40][C:41]([OH:43])=O)[CH2:36][CH2:35]3)=[O:33])[C@@:13]([C:25]3[CH:30]=[CH:29][C:28]([Cl:31])=[CH:27][CH:26]=3)([CH3:24])[C@@:14]([C:17]3[CH:22]=[CH:21][C:20]([Cl:23])=[CH:19][CH:18]=3)([CH3:16])[N:15]=2)=[C:7]([O:44][CH2:45][CH3:46])[CH:6]=1)([CH3:4])([CH3:3])[CH3:2].[F:47][C:48]([F:55])([F:54])[CH:49]1[CH2:53][CH2:52][CH2:51][NH:50]1.